The task is: Predict the reactants needed to synthesize the given product.. This data is from Full USPTO retrosynthesis dataset with 1.9M reactions from patents (1976-2016). (1) Given the product [NH2:16][C:15]1[C:10]([NH:9][C:3]2[CH:4]=[CH:5][C:6]([I:8])=[CH:7][C:2]=2[F:1])=[CH:11][C:12](=[O:20])[N:13]([CH3:19])[CH:14]=1, predict the reactants needed to synthesize it. The reactants are: [F:1][C:2]1[CH:7]=[C:6]([I:8])[CH:5]=[CH:4][C:3]=1[NH:9][C:10]1[C:15]([N+:16]([O-])=O)=[CH:14][N:13]([CH3:19])[C:12](=[O:20])[CH:11]=1. (2) Given the product [ClH:1].[CH:15]1([C:13](=[O:14])[CH:12]([N:9]2[CH2:10][CH2:11][CH:6]([SH:5])/[C:7](=[CH:25]/[C:26]3[N:30]=[CH:29][N:28]([CH2:31][C:32]([O:34][CH3:35])=[O:33])[N:27]=3)/[CH2:8]2)[C:18]2[CH:23]=[CH:22][CH:21]=[CH:20][C:19]=2[F:24])[CH2:17][CH2:16]1, predict the reactants needed to synthesize it. The reactants are: [ClH:1].C([S:5][CH:6]1[CH2:11][CH2:10][N:9]([CH:12]([C:18]2[CH:23]=[CH:22][CH:21]=[CH:20][C:19]=2[F:24])[C:13]([CH:15]2[CH2:17][CH2:16]2)=[O:14])[CH2:8]/[C:7]/1=[CH:25]\[C:26]1[N:30]=[CH:29][N:28]([CH2:31][C:32]([O:34][CH3:35])=[O:33])[N:27]=1)(=O)C.C(=O)([O-])[O-].[K+].[K+].